Dataset: NCI-60 drug combinations with 297,098 pairs across 59 cell lines. Task: Regression. Given two drug SMILES strings and cell line genomic features, predict the synergy score measuring deviation from expected non-interaction effect. (1) Drug 1: CC1CCC2CC(C(=CC=CC=CC(CC(C(=O)C(C(C(=CC(C(=O)CC(OC(=O)C3CCCCN3C(=O)C(=O)C1(O2)O)C(C)CC4CCC(C(C4)OC)O)C)C)O)OC)C)C)C)OC. Drug 2: CC1C(C(CC(O1)OC2CC(CC3=C2C(=C4C(=C3O)C(=O)C5=C(C4=O)C(=CC=C5)OC)O)(C(=O)CO)O)N)O.Cl. Cell line: BT-549. Synergy scores: CSS=38.5, Synergy_ZIP=2.72, Synergy_Bliss=7.76, Synergy_Loewe=5.15, Synergy_HSA=8.34. (2) Drug 1: C#CCC(CC1=CN=C2C(=N1)C(=NC(=N2)N)N)C3=CC=C(C=C3)C(=O)NC(CCC(=O)O)C(=O)O. Drug 2: CC1CCCC2(C(O2)CC(NC(=O)CC(C(C(=O)C(C1O)C)(C)C)O)C(=CC3=CSC(=N3)C)C)C. Cell line: SF-539. Synergy scores: CSS=33.3, Synergy_ZIP=2.06, Synergy_Bliss=-1.50, Synergy_Loewe=-3.26, Synergy_HSA=-3.21.